This data is from Reaction yield outcomes from USPTO patents with 853,638 reactions. The task is: Predict the reaction yield, written as a fraction of the theoretical maximum amount of product (1.0 means a 100% yield; for example, 0.34 means a 34% yield). (1) The reactants are [O:1]1[CH2:7][CH2:6][CH2:5][O:4][C:3]2[C:8]([CH2:12][NH:13][CH3:14])=[CH:9][CH:10]=[CH:11][C:2]1=2.Cl.[O:16]=[C:17]1[NH:26][C:25]2[N:24]=[CH:23][C:22](/[CH:27]=[CH:28]/[C:29]([OH:31])=O)=[CH:21][C:20]=2[CH2:19][CH2:18]1. No catalyst specified. The product is [O:1]1[CH2:7][CH2:6][CH2:5][O:4][C:3]2[C:8]([CH2:12][N:13]([CH3:14])[C:29](=[O:31])[CH:28]=[CH:27][C:22]3[CH:23]=[N:24][C:25]4[NH:26][C:17](=[O:16])[CH2:18][CH2:19][C:20]=4[CH:21]=3)=[CH:9][CH:10]=[CH:11][C:2]1=2. The yield is 0.790. (2) The reactants are CON(C)[C:4]([C@@H:6]1[CH2:10][CH2:9][CH2:8][N:7]1[C:11]([O:13][C:14]([CH3:17])([CH3:16])[CH3:15])=[O:12])=[O:5].[C:19]([C:23]1[CH:31]=[CH:30][C:26]([CH2:27][Mg]Br)=[CH:25][CH:24]=1)([CH3:22])([CH3:21])[CH3:20]. The catalyst is C1COCC1. The product is [C:14]([O:13][C:11]([N:7]1[CH2:8][CH2:9][CH2:10][C@H:6]1[C:4](=[O:5])[CH2:27][C:26]1[CH:30]=[CH:31][C:23]([C:19]([CH3:22])([CH3:21])[CH3:20])=[CH:24][CH:25]=1)=[O:12])([CH3:15])([CH3:16])[CH3:17]. The yield is 0.500. (3) The reactants are [CH3:1][CH:2]([C:4]1[CH:9]=[CH:8][C:7]([C:10]([CH3:12])=[O:11])=[CH:6][CH:5]=1)[CH3:3].[Br:13]Br. The catalyst is C(OCC)(=O)C. The product is [Br:13][CH2:12][C:10]([C:7]1[CH:6]=[CH:5][C:4]([CH:2]([CH3:1])[CH3:3])=[CH:9][CH:8]=1)=[O:11]. The yield is 0.660. (4) The reactants are [CH3:1][O:2][C:3](=[O:13])[C:4]1[CH:9]=[CH:8][C:7]([CH2:10][CH3:11])=[CH:6][C:5]=1[NH2:12].[I:14]I. The catalyst is CCO.[O-]S([O-])(=O)=O.[Ag+].[Ag+]. The product is [CH3:1][O:2][C:3](=[O:13])[C:4]1[CH:9]=[C:8]([I:14])[C:7]([CH2:10][CH3:11])=[CH:6][C:5]=1[NH2:12]. The yield is 0.730. (5) The reactants are C[O:2][C:3]([C:5]1[CH:19]=[CH:18][C:8]2[NH:9][C:10]([C:12]3[CH:17]=[CH:16][CH:15]=[CH:14][CH:13]=3)=[N:11][C:7]=2[CH:6]=1)=O.[H-].[H-].[H-].[H-].[Li+].[Al+3].O.[OH-].[Na+]. The catalyst is C1COCC1. The product is [C:12]1([C:10]2[NH:9][C:8]3[CH:18]=[CH:19][C:5]([CH2:3][OH:2])=[CH:6][C:7]=3[N:11]=2)[CH:17]=[CH:16][CH:15]=[CH:14][CH:13]=1. The yield is 0.748. (6) The reactants are [CH3:1][O:2][C:3](=[O:24])[C:4]1[CH:9]=[C:8]([Br:10])[C:7]([N:11]=[N+]=[N-])=[C:6]([F:14])[C:5]=1[NH:15][C:16]1[CH:21]=[CH:20][C:19]([Cl:22])=[CH:18][C:17]=1[Cl:23]. The catalyst is CC(O)=O.C(Cl)Cl.C(Cl)Cl.[Zn]. The product is [CH3:1][O:2][C:3](=[O:24])[C:4]1[CH:9]=[C:8]([Br:10])[C:7]([NH2:11])=[C:6]([F:14])[C:5]=1[NH:15][C:16]1[CH:21]=[CH:20][C:19]([Cl:22])=[CH:18][C:17]=1[Cl:23]. The yield is 0.640. (7) The reactants are [H-].[Na+].[CH3:3][NH:4][C:5]1[N:9]([CH3:10])[C:8]([C:11]2[CH:16]=[CH:15][N:14]=[CH:13][CH:12]=2)=[N:7][N:6]=1.Cl[CH2:18][C:19]1[N:23]=[C:22]([C:24]2[CH:29]=[CH:28][CH:27]=[C:26]([Cl:30])[CH:25]=2)[O:21][N:20]=1. The catalyst is CN(C=O)C. The product is [Cl:30][C:26]1[CH:25]=[C:24]([C:22]2[O:21][N:20]=[C:19]([CH2:18][N:4]([CH3:3])[C:5]3[N:9]([CH3:10])[C:8]([C:11]4[CH:16]=[CH:15][N:14]=[CH:13][CH:12]=4)=[N:7][N:6]=3)[N:23]=2)[CH:29]=[CH:28][CH:27]=1. The yield is 0.540. (8) The reactants are [C:1](=[O:4])([O-])[O-].[K+].[K+].[Br:7][C:8]1[CH:14]=[CH:13][C:11](O)=[CH:10][C:9]=1[OH:15].[CH2:16](Br)[C:17]1[CH:22]=[CH:21][CH:20]=[CH:19][CH:18]=1. The catalyst is CC(C)=O. The product is [CH2:16]([O:15][C:9]1[CH:10]=[C:11]([O:4][CH2:1][C:8]2[CH:14]=[CH:13][CH:11]=[CH:10][CH:9]=2)[CH:13]=[CH:14][C:8]=1[Br:7])[C:17]1[CH:22]=[CH:21][CH:20]=[CH:19][CH:18]=1. The yield is 0.990. (9) The reactants are [C:1]12([C:11]([OH:13])=[O:12])[CH2:10][CH:5]3[CH2:6][CH:7]([CH2:9][CH:3]([CH2:4]3)[CH2:2]1)[CH2:8]2.[Al+3].[Cl-].[Cl-].[Cl-].[Br:18]Br. The catalyst is C(Cl)(Cl)Cl. The product is [Br:18][C:3]12[CH2:9][CH:7]3[CH2:6][CH:5]([CH2:10][C:1]([C:11]([OH:13])=[O:12])([CH2:8]3)[CH2:2]1)[CH2:4]2. The yield is 0.757.